From a dataset of Forward reaction prediction with 1.9M reactions from USPTO patents (1976-2016). Predict the product of the given reaction. (1) Given the reactants [CH3:1][N:2]1[C:6]([CH3:7])=[C:5]([C:8]([OH:10])=O)[C:4]([CH3:11])=[N:3]1.C1(P(C2C=CC=CC=2)C2C=CC=CC=2)C=CC=CC=1.ClN1C(=O)CCC1=O.[CH:39]1([CH2:42][N:43]2[C:51]3[N:50]=[C:49]([CH2:52][C:53]4[CH:58]=[CH:57][C:56]([NH:59][CH3:60])=[CH:55][CH:54]=4)[NH:48][C:47]=3[C:46](=[O:61])[N:45]([CH2:62][C:63]3[CH:68]=[CH:67][CH:66]=[CH:65][C:64]=3[F:69])[C:44]2=[O:70])[CH2:41][CH2:40]1, predict the reaction product. The product is: [CH:39]1([CH2:42][N:43]2[C:51]3[N:50]=[C:49]([CH2:52][C:53]4[CH:54]=[CH:55][C:56]([N:59]([CH3:60])[C:8]([C:5]5[C:4]([CH3:11])=[N:3][N:2]([CH3:1])[C:6]=5[CH3:7])=[O:10])=[CH:57][CH:58]=4)[NH:48][C:47]=3[C:46](=[O:61])[N:45]([CH2:62][C:63]3[CH:68]=[CH:67][CH:66]=[CH:65][C:64]=3[F:69])[C:44]2=[O:70])[CH2:41][CH2:40]1. (2) The product is: [C:1]([C@:3]1([CH2:12][C:13]([O-:15])=[O:14])[CH2:9][C@@H:8]2[C@H:4]1[CH:5]=[C:6]([CH2:10][CH3:11])[CH2:7]2)#[N:2].[C:16]([NH3+:20])([CH3:19])([CH3:18])[CH3:17]. Given the reactants [C:1]([C@:3]1([CH2:12][C:13]([OH:15])=[O:14])[CH2:9][C@@H:8]2[C@H:4]1[CH:5]=[C:6]([CH2:10][CH3:11])[CH2:7]2)#[N:2].[C:16]([NH2:20])([CH3:19])([CH3:18])[CH3:17], predict the reaction product. (3) Given the reactants [F:8][C:7]([F:10])([F:9])[C:6](O[C:6](=[O:11])[C:7]([F:10])([F:9])[F:8])=[O:11].[CH3:14][O:15][CH2:16][C:17]1([CH:30]([NH:32][C@@H:33]2[CH2:35][C@H:34]2[C:36]2[CH:41]=[CH:40][CH:39]=[CH:38][CH:37]=2)[CH3:31])[CH2:22][CH2:21][N:20]([C:23]([O:25][C:26]([CH3:29])([CH3:28])[CH3:27])=[O:24])[CH2:19][CH2:18]1.C(N(CC)C(C)C)(C)C, predict the reaction product. The product is: [CH3:14][O:15][CH2:16][C:17]1([CH:30]([N:32]([C@@H:33]2[CH2:35][C@H:34]2[C:36]2[CH:37]=[CH:38][CH:39]=[CH:40][CH:41]=2)[C:6](=[O:11])[C:7]([F:8])([F:9])[F:10])[CH3:31])[CH2:22][CH2:21][N:20]([C:23]([O:25][C:26]([CH3:27])([CH3:28])[CH3:29])=[O:24])[CH2:19][CH2:18]1. (4) Given the reactants Cl[C:2]1[CH:7]=[CH:6][C:5]([N+:8]([O-:10])=[O:9])=[CH:4][N:3]=1.[NH:11]1[CH2:16][CH2:15][CH2:14][CH2:13][CH2:12]1, predict the reaction product. The product is: [N+:8]([C:5]1[CH:6]=[CH:7][C:2]([N:11]2[CH2:16][CH2:15][CH2:14][CH2:13][CH2:12]2)=[N:3][CH:4]=1)([O-:10])=[O:9]. (5) Given the reactants [F:1][C:2]1[CH:3]=[C:4]([CH2:9][C@@H:10]([C:26]2[C:31]([C:32]3[CH:33]=[CH:34][C:35]([F:41])=[C:36]([CH:40]=3)[C:37]([NH2:39])=[O:38])=[CH:30][CH:29]=[CH:28][N:27]=2)[NH:11][C:12](=[O:25])[CH2:13][N:14]2[CH:18]=[C:17]([CH:19]=O)[C:16]([C:21]([F:24])([F:23])[F:22])=[N:15]2)[CH:5]=[C:6]([F:8])[CH:7]=1.[N+](=[C:44](P(=O)(OC)OC)C(=O)C)=[N-].C([O-])([O-])=O.[K+].[K+], predict the reaction product. The product is: [F:1][C:2]1[CH:3]=[C:4]([CH2:9][C@@H:10]([C:26]2[C:31]([C:32]3[CH:33]=[CH:34][C:35]([F:41])=[C:36]([CH:40]=3)[C:37]([NH2:39])=[O:38])=[CH:30][CH:29]=[CH:28][N:27]=2)[NH:11][C:12](=[O:25])[CH2:13][N:14]2[CH:18]=[C:17]([C:19]#[CH:44])[C:16]([C:21]([F:22])([F:23])[F:24])=[N:15]2)[CH:5]=[C:6]([F:8])[CH:7]=1. (6) Given the reactants O[CH2:2][C:3]1[CH:12]=[CH:11][C:10]2[C:5](=[CH:6][C:7]3[CH2:24][C@:14]4([C:22]5[C:17](=[N:18][CH:19]=[CH:20][CH:21]=5)[NH:16][C:15]4=[O:23])[CH2:13][C:8]=3[CH:9]=2)[N:4]=1.S(Cl)([Cl:27])=O, predict the reaction product. The product is: [Cl:27][CH2:2][C:3]1[CH:12]=[CH:11][C:10]2[C:5](=[CH:6][C:7]3[CH2:24][C@:14]4([C:22]5[C:17](=[N:18][CH:19]=[CH:20][CH:21]=5)[NH:16][C:15]4=[O:23])[CH2:13][C:8]=3[CH:9]=2)[N:4]=1. (7) The product is: [C:1]([C:5]1[CH:6]=[C:7]([CH:11]=[CH:12][N:13]=1)[C:8]([NH:62][C:59]1[S:60][C:61]2[C:53]([CH:48]3[CH2:49][O:50][CH2:51][CH2:52][O:47]3)=[CH:54][CH:55]=[C:56]([O:63][CH3:64])[C:57]=2[N:58]=1)=[O:10])([CH3:2])([CH3:3])[CH3:4]. Given the reactants [C:1]([C:5]1[CH:6]=[C:7]([CH:11]=[CH:12][N:13]=1)[C:8]([OH:10])=O)([CH3:4])([CH3:3])[CH3:2].CN(C(ON1N=NC2C=CC=NC1=2)=[N+](C)C)C.F[P-](F)(F)(F)(F)F.C(N(C(C)C)C(C)C)C.[O:47]1[CH2:52][CH2:51][O:50][CH2:49][CH:48]1[C:53]1[C:61]2[S:60][C:59]([NH2:62])=[N:58][C:57]=2[C:56]([O:63][CH3:64])=[CH:55][CH:54]=1, predict the reaction product. (8) The product is: [OH:19][CH:16]1[CH2:17][CH2:18][N:14]([C:12]([C:9]2[N:8]=[C:7]3[C:2]([C:25]4[CH:26]=[CH:27][CH:28]=[C:23]([O:22][C:21]([F:20])([F:32])[F:33])[CH:24]=4)=[CH:3][N:4]=[CH:5][C:6]3=[N:11][CH:10]=2)=[O:13])[CH2:15]1. Given the reactants Br[C:2]1[C:7]2=[N:8][C:9]([C:12]([N:14]3[CH2:18][CH2:17][CH:16]([OH:19])[CH2:15]3)=[O:13])=[CH:10][N:11]=[C:6]2[CH:5]=[N:4][CH:3]=1.[F:20][C:21]([F:33])([F:32])[O:22][C:23]1[CH:24]=[C:25](B(O)O)[CH:26]=[CH:27][CH:28]=1.C(=O)([O-])[O-].[Cs+].[Cs+].O1CCOCC1, predict the reaction product. (9) Given the reactants [C:1]([O:5][C:6]([NH:8][CH:9]([CH:14]1[CH2:17][CH2:16][CH2:15]1)[CH2:10][C:11](O)=[O:12])=[O:7])([CH3:4])([CH3:3])[CH3:2], predict the reaction product. The product is: [C:1]([O:5][C:6](=[O:7])[NH:8][CH:9]([CH:14]1[CH2:15][CH2:16][CH2:17]1)[CH2:10][CH2:11][OH:12])([CH3:4])([CH3:2])[CH3:3].